Dataset: Forward reaction prediction with 1.9M reactions from USPTO patents (1976-2016). Task: Predict the product of the given reaction. (1) Given the reactants [NH2:1][C:2]1[C:7]([CH3:8])=[CH:6][CH:5]=[CH:4][N:3]=1.C(=O)([O-])O.[Na+].Cl[CH2:15][CH:16]=O.[OH-].[Na+], predict the reaction product. The product is: [CH3:8][C:7]1[C:2]2[N:3]([CH:15]=[CH:16][N:1]=2)[CH:4]=[CH:5][CH:6]=1. (2) Given the reactants [F:1][C:2]1[CH:10]=[CH:9][C:8]2[NH:7][C:6]3[C:11]([C:24]#[N:25])=[CH:12][N:13]=[C:14]([NH:15][CH:16]4[CH2:21][CH2:20][CH:19]([OH:22])[CH:18]([F:23])[CH2:17]4)[C:5]=3[C:4]=2[CH:3]=1.OO.C(=O)([O-])[O-:29].[K+].[K+], predict the reaction product. The product is: [F:1][C:2]1[CH:10]=[CH:9][C:8]2[NH:7][C:6]3[C:11]([C:24]([NH2:25])=[O:29])=[CH:12][N:13]=[C:14]([NH:15][CH:16]4[CH2:21][CH2:20][CH:19]([OH:22])[CH:18]([F:23])[CH2:17]4)[C:5]=3[C:4]=2[CH:3]=1. (3) The product is: [N:21]1[CH:26]=[CH:25][C:24]([C:27]2[CH:28]=[N:29][CH:30]=[N:31][CH:32]=2)=[N:23][C:22]=1[NH:33][C:34]1[CH:35]=[C:36]([NH:41][C:17]([C:13]2[CH:12]=[C:11]3[C:16](=[CH:15][CH:14]=2)[CH:8]([N:5]2[CH2:4][CH2:3][N:2]([CH3:1])[CH2:7][CH2:6]2)[CH2:9][CH2:10]3)=[O:18])[CH:37]=[CH:38][C:39]=1[CH3:40]. Given the reactants [CH3:1][N:2]1[CH2:7][CH2:6][N:5]([CH:8]2[C:16]3[C:11](=[CH:12][C:13]([C:17](OC)=[O:18])=[CH:14][CH:15]=3)[CH2:10][CH2:9]2)[CH2:4][CH2:3]1.[N:21]1[CH:26]=[CH:25][C:24]([C:27]2[CH:28]=[N:29][CH:30]=[N:31][CH:32]=2)=[N:23][C:22]=1[NH:33][C:34]1[CH:35]=[C:36]([NH2:41])[CH:37]=[CH:38][C:39]=1[CH3:40].C[Al](C)C.C(C(C(C([O-])=O)O)O)([O-])=O.[Na+].[K+], predict the reaction product. (4) Given the reactants [H-].[Na+].[CH2:3]([OH:6])[C:4]#[CH:5].[Cl:7][C:8]1[CH:13]=[C:12](Cl)[N:11]=[CH:10][N:9]=1.[Cl-].[NH4+], predict the reaction product. The product is: [Cl:7][C:8]1[CH:13]=[C:12]([O:6][CH2:3][C:4]#[CH:5])[N:11]=[CH:10][N:9]=1.